Predict which catalyst facilitates the given reaction. From a dataset of Catalyst prediction with 721,799 reactions and 888 catalyst types from USPTO. (1) Reactant: [CH3:1][NH:2][C@@H:3]1[CH2:8][CH2:7][C@H:6]([C:9]([O:11]C)=[O:10])[CH2:5][CH2:4]1.[OH-].[Na+]. Product: [CH3:1][NH:2][C@@H:3]1[CH2:8][CH2:7][C@H:6]([C:9]([OH:11])=[O:10])[CH2:5][CH2:4]1. The catalyst class is: 20. (2) Reactant: [Cl:1][C:2]1[CH:24]=[CH:23][C:5]([CH2:6][NH:7][C:8]([CH:10]2[CH2:15][CH2:14][N:13]([C:16]([O:18][C:19]([CH3:22])([CH3:21])[CH3:20])=[O:17])[CH2:12][CH2:11]2)=O)=[CH:4][CH:3]=1.B.O1CCCC1.[Cl-].[NH4+].C(OCC)(=O)C. Product: [Cl:1][C:2]1[CH:24]=[CH:23][C:5]([CH2:6][NH:7][CH2:8][CH:10]2[CH2:15][CH2:14][N:13]([C:16]([O:18][C:19]([CH3:20])([CH3:21])[CH3:22])=[O:17])[CH2:12][CH2:11]2)=[CH:4][CH:3]=1. The catalyst class is: 7. (3) Reactant: [S:2]([C:3]1[C:4]([NH2:22])=[C:5]([F:21])[C:6]([NH:13][C:14]2[CH:19]=[CH:18][CH:17]=[CH:16][C:15]=2[F:20])=[C:7]([CH:12]=1)[C:8]([O:10][CH3:11])=[O:9])[S:2][C:3]1[C:4]([NH2:22])=[C:5]([F:21])[C:6]([NH:13][C:14]2[CH:19]=[CH:18][CH:17]=[CH:16][C:15]=2[F:20])=[C:7]([CH:12]=1)[C:8]([O:10][CH3:11])=[O:9].[BH4-].[Na+]. Product: [NH2:22][C:4]1[C:3]([SH:2])=[CH:12][C:7]([C:8]([O:10][CH3:11])=[O:9])=[C:6]([NH:13][C:14]2[CH:19]=[CH:18][CH:17]=[CH:16][C:15]=2[F:20])[C:5]=1[F:21]. The catalyst class is: 36. (4) Reactant: [N:1]1(C(OCC2C=CC=CC=2)=O)[CH2:6][CH2:5][NH:4][CH2:3][CH2:2]1.[CH3:17][C:18](C)=[O:19].[C:21](O[BH-](OC(=O)C)OC(=O)C)(=O)C.[Na+]. Product: [CH:3]([N:4]1[CH2:5][CH2:6][NH:1][C:18](=[O:19])[CH2:17]1)([CH3:21])[CH3:2]. The catalyst class is: 839. (5) Reactant: [CH3:1][O:2][C:3]1[CH:8]=[C:7]([N+:9]([O-])=O)[CH:6]=[CH:5][C:4]=1[N:12]1[CH2:17][CH2:16][O:15][CH2:14][C:13]1([CH3:19])[CH3:18]. Product: [CH3:18][C:13]1([CH3:19])[CH2:14][O:15][CH2:16][CH2:17][N:12]1[C:4]1[CH:5]=[CH:6][C:7]([NH2:9])=[CH:8][C:3]=1[O:2][CH3:1]. The catalyst class is: 29.